From a dataset of Catalyst prediction with 721,799 reactions and 888 catalyst types from USPTO. Predict which catalyst facilitates the given reaction. (1) Reactant: [Cl:1][C:2]1[C:3]([C:27]2[C:35]3[C:30](=[CH:31][CH:32]=[CH:33][CH:34]=3)[N:29]([S:36]([C:39]3[CH:44]=[CH:43][CH:42]=[CH:41][CH:40]=3)(=[O:38])=[O:37])[CH:28]=2)=[N:4][C:5]([NH:8][CH:9]2[CH2:14][CH2:13][N:12]([C:15]([C:17]3[CH:22]=[CH:21][C:20]([N+:23]([O-])=O)=[CH:19][C:18]=3[F:26])=[O:16])[CH2:11][CH2:10]2)=[N:6][CH:7]=1.O.O.[Sn](Cl)Cl.C([O-])(O)=O.[Na+]. Product: [NH2:23][C:20]1[CH:21]=[CH:22][C:17]([C:15]([N:12]2[CH2:11][CH2:10][CH:9]([NH:8][C:5]3[N:4]=[C:3]([C:27]4[C:35]5[C:30](=[CH:31][CH:32]=[CH:33][CH:34]=5)[N:29]([S:36]([C:39]5[CH:40]=[CH:41][CH:42]=[CH:43][CH:44]=5)(=[O:37])=[O:38])[CH:28]=4)[C:2]([Cl:1])=[CH:7][N:6]=3)[CH2:14][CH2:13]2)=[O:16])=[C:18]([F:26])[CH:19]=1. The catalyst class is: 513. (2) Reactant: Cl[C:2]1[C:7]([C:8]([F:11])([F:10])[F:9])=[CH:6][N:5]=[C:4]([NH:12][C:13]2[CH:27]=[CH:26][C:16]([CH2:17][P:18](=[O:25])([O:22][CH2:23][CH3:24])[O:19][CH2:20][CH3:21])=[CH:15][C:14]=2[O:28][CH3:29])[N:3]=1.[NH2:30][C:31]1[CH:32]=[CH:33][C:34]([N:42]2[CH2:47][CH2:46][CH:45]([C:48]([O:50]C)=[O:49])[CH2:44][CH2:43]2)=[C:35]2[C:39]=1[C:38](=[O:40])[N:37]([CH3:41])[CH2:36]2.[F:52][C:53]([F:58])([F:57])[C:54]([OH:56])=[O:55].C(O)C(F)(F)F.O.[OH-].[Li+]. Product: [CH2:20]([O:19][P:18]([CH2:17][C:16]1[CH:26]=[CH:27][C:13]([NH:12][C:4]2[N:3]=[C:2]([NH:30][C:31]3[CH:32]=[CH:33][C:34]([N:42]4[CH2:43][CH2:44][CH:45]([C:48]([OH:50])=[O:49])[CH2:46][CH2:47]4)=[C:35]4[C:39]=3[C:38](=[O:40])[N:37]([CH3:41])[CH2:36]4)[C:7]([C:8]([F:11])([F:10])[F:9])=[CH:6][N:5]=2)=[C:14]([O:28][CH3:29])[CH:15]=1)([O:22][CH2:23][CH3:24])=[O:25])[CH3:21].[F:52][C:53]([F:58])([F:57])[C:54]([OH:56])=[O:55]. The catalyst class is: 72. (3) Reactant: [CH2:1]([O:3][C:4](=[O:12])[C:5]([CH3:11])([CH3:10])[CH2:6][CH2:7][CH2:8]Br)[CH3:2].NC(N)=[S:15].[OH-].[Na+]. Product: [CH2:1]([O:3][C:4](=[O:12])[C:5]([CH3:11])([CH3:10])[CH2:6][CH2:7][CH2:8][SH:15])[CH3:2]. The catalyst class is: 40. (4) Product: [Cl:28][C:29]1[CH:48]=[CH:47][C:32]([NH:33][C:34]2[C:43]3[C:38](=[CH:39][C:40]([O:1][CH2:2][CH2:3][N:4]4[CH2:9][CH2:8][S:7][CH2:6][CH2:5]4)=[C:41]([O:44][CH3:45])[CH:42]=3)[N:37]=[CH:36][N:35]=2)=[C:31]([F:49])[CH:30]=1. Reactant: [OH:1][CH2:2][CH2:3][N:4]1[CH2:9][CH2:8][S:7][CH2:6][CH2:5]1.N(C(N1CCCCC1)=O)=NC(N1CCCCC1)=O.[Cl:28][C:29]1[CH:48]=[CH:47][C:32]([NH:33][C:34]2[C:43]3[C:38](=[CH:39][C:40](O)=[C:41]([O:44][CH3:45])[CH:42]=3)[N:37]=[CH:36][N:35]=2)=[C:31]([F:49])[CH:30]=1.C(P(CCCC)CCCC)CCC. The catalyst class is: 158. (5) Reactant: C([O-])(O)=O.[Na+].[CH3:6][N:7]([CH3:22])[C:8]1[CH:17]=[CH:16][CH:15]=[C:14]2[C:9]=1[CH:10]=[CH:11][CH:12]=[C:13]2[S:18](Cl)(=[O:20])=[O:19].[NH2:23][CH2:24][C:25]([OH:27])=[O:26].C(N(CC)CC)C. Product: [CH3:6][N:7]([CH3:22])[C:8]1[CH:17]=[CH:16][CH:15]=[C:14]2[C:9]=1[CH:10]=[CH:11][CH:12]=[C:13]2[S:18]([NH:23][CH2:24][C:25]([OH:27])=[O:26])(=[O:20])=[O:19]. The catalyst class is: 95. (6) Reactant: [Br:1][C:2]1[C:9]([O:10]C)=[CH:8][C:5]([CH:6]=[O:7])=[C:4]([F:12])[CH:3]=1.B(Br)(Br)Br. Product: [Br:1][C:2]1[C:9]([OH:10])=[CH:8][C:5]([CH:6]=[O:7])=[C:4]([F:12])[CH:3]=1. The catalyst class is: 2. (7) Reactant: [N:1]1[CH:6]=[CH:5][CH:4]=[CH:3][C:2]=1[C:7]#[C:8][C:9]1[CH:10]=[CH:11][C:12]([N:15]2[CH2:20][CH2:19][N:18](C(OC(C)(C)C)=O)[CH2:17][CH2:16]2)=[N:13][CH:14]=1.FC(F)(F)C(O)=O.C(N(CC)CC)C.[CH3:42][S:43](Cl)(=[O:45])=[O:44]. Product: [CH3:42][S:43]([N:18]1[CH2:19][CH2:20][N:15]([C:12]2[CH:11]=[CH:10][C:9]([C:8]#[C:7][C:2]3[CH:3]=[CH:4][CH:5]=[CH:6][N:1]=3)=[CH:14][N:13]=2)[CH2:16][CH2:17]1)(=[O:45])=[O:44]. The catalyst class is: 2.